This data is from Reaction yield outcomes from USPTO patents with 853,638 reactions. The task is: Predict the reaction yield, written as a fraction of the theoretical maximum amount of product (1.0 means a 100% yield; for example, 0.34 means a 34% yield). (1) The product is [N:29]1[CH:30]=[CH:31][C:26]([NH:25][C:22]([C:19]2[CH:18]=[CH:17][C:16]([N:9]3[C:10]([C:12]([F:15])([F:13])[F:14])=[CH:11][C:7]([C:3]4[CH:2]=[N:1][CH:6]=[CH:5][CH:4]=4)=[N:8]3)=[CH:21][N:20]=2)=[O:24])=[CH:27][CH:28]=1. The yield is 0.290. The reactants are [N:1]1[CH:6]=[CH:5][CH:4]=[C:3]([C:7]2[CH:11]=[C:10]([C:12]([F:15])([F:14])[F:13])[N:9]([C:16]3[CH:17]=[CH:18][C:19]([C:22]([OH:24])=O)=[N:20][CH:21]=3)[N:8]=2)[CH:2]=1.[NH2:25][C:26]1[CH:31]=[CH:30][N:29]=[CH:28][CH:27]=1.CN(C)CCCN=C=NCC.O.ON1C2C=CC=CC=2N=N1.C(N(C(C)C)CC)(C)C.C(=O)(O)[O-].[Na+]. The catalyst is CN(C)C=O. (2) The reactants are [Br:1][C:2]1[CH:3]=[CH:4][C:5]([F:18])=[C:6]([C@@:8]2([CH3:17])[NH:13][C:12](=O)[CH2:11][S:10](=[O:16])(=[O:15])[CH2:9]2)[CH:7]=1.COC1C=CC(P2(SP(C3C=CC(OC)=CC=3)(=S)S2)=[S:28])=CC=1. The catalyst is O1CCOCC1.C([O-])(O)=O.[Na+]. The product is [Br:1][C:2]1[CH:3]=[CH:4][C:5]([F:18])=[C:6]([C@@:8]2([CH3:17])[NH:13][C:12](=[S:28])[CH2:11][S:10](=[O:16])(=[O:15])[CH2:9]2)[CH:7]=1. The yield is 0.829. (3) The reactants are [CH3:1][C:2]([CH3:7])([CH2:5][NH2:6])[CH2:3][NH2:4].[ClH:8].[NH2:9][C:10](N)=N. The catalyst is C(O)C. The product is [ClH:8].[CH3:1][C:2]1([CH3:7])[CH2:5][NH:6][C:10]([NH2:9])=[N:4][CH2:3]1. The yield is 0.950.